This data is from Reaction yield outcomes from USPTO patents with 853,638 reactions. The task is: Predict the reaction yield, written as a fraction of the theoretical maximum amount of product (1.0 means a 100% yield; for example, 0.34 means a 34% yield). (1) The reactants are [H-].[Na+].[NH2:3][C:4]1[C:12]2[C:7](=[CH:8][CH:9]=[CH:10][C:11]=2[F:13])[C@@:6]([C:21]2[CH:22]=[C:23]([CH3:28])[C:24](=[O:27])[NH:25][CH:26]=2)([C:14]2[CH:19]=[CH:18][CH:17]=[C:16]([Br:20])[CH:15]=2)[N:5]=1.I[CH3:30]. The catalyst is CN(C)C=O. The product is [NH2:3][C:4]1[C:12]2[C:7](=[CH:8][CH:9]=[CH:10][C:11]=2[F:13])[C@@:6]([C:21]2[CH:22]=[C:23]([CH3:28])[C:24](=[O:27])[N:25]([CH3:30])[CH:26]=2)([C:14]2[CH:19]=[CH:18][CH:17]=[C:16]([Br:20])[CH:15]=2)[N:5]=1. The yield is 0.150. (2) The reactants are [Cl:1][C:2]1[N:7]=[C:6]([C:8]2[CH:13]=[CH:12][CH:11]=[C:10](I)[CH:9]=2)[N:5]=[C:4]([C:15]([O:17][CH2:18][CH3:19])=[O:16])[CH:3]=1.[C:20]([C@:22]1([OH:29])[CH2:26][CH2:25][N:24]([CH3:27])[C:23]1=[O:28])#[CH:21]. No catalyst specified. The product is [Cl:1][C:2]1[N:7]=[C:6]([C:8]2[CH:13]=[CH:12][CH:11]=[C:10]([C:21]#[C:20][C@:22]3([OH:29])[CH2:26][CH2:25][N:24]([CH3:27])[C:23]3=[O:28])[CH:9]=2)[N:5]=[C:4]([C:15]([O:17][CH2:18][CH3:19])=[O:16])[CH:3]=1. The yield is 0.580. (3) The reactants are [C:1]([C:3]1[CH:4]=[C:5]([CH:28]=[CH:29][CH:30]=1)[CH2:6][N:7]1[C:15]2[C:10](=[N:11][CH:12]=[CH:13][C:14]=2[N:16]2[CH2:21][CH2:20][CH2:19][C@@H:18]([NH:22]C(=O)O)[CH2:17]2)N(C)[C:8]1=[O:27])#[N:2].[F:31][C:32]([F:37])([F:36])[C:33]([OH:35])=[O:34]. No catalyst specified. The product is [F:31][C:32]([F:37])([F:36])[C:33]([OH:35])=[O:34].[NH2:22][CH:18]1[CH2:19][CH2:20][CH2:21][N:16]([C:14]2[CH:13]=[CH:12][N:11]=[C:10]3[C@@H:32]([CH3:33])[C:8](=[O:27])[N:7]([CH2:6][C:5]4[CH:4]=[C:3]([CH:30]=[CH:29][CH:28]=4)[C:1]#[N:2])[C:15]=23)[CH2:17]1. The yield is 0.500. (4) The reactants are [OH-].[Na+].I[CH2:4][CH2:5][CH2:6][CH3:7].[C:8]1([CH3:20])[CH:13]=[CH:12][C:11]([S:14]([CH2:17][N+:18]#[C-:19])(=[O:16])=[O:15])=[CH:10][CH:9]=1. The catalyst is [I-].C([N+](CCCC)(CCCC)CCCC)CCC.C(Cl)Cl.O. The product is [N+:18]([CH:17]([S:14]([C:11]1[CH:10]=[CH:9][C:8]([CH3:20])=[CH:13][CH:12]=1)(=[O:15])=[O:16])[CH2:4][CH2:5][CH2:6][CH3:7])#[C-:19]. The yield is 0.870.